Task: Predict the reactants needed to synthesize the given product.. Dataset: Retrosynthesis with 50K atom-mapped reactions and 10 reaction types from USPTO (1) Given the product CC(C)Oc1nc2cc(OC(C)(C)C)cc([C@H](O)COS(C)(=O)=O)c2s1, predict the reactants needed to synthesize it. The reactants are: CC(C)Oc1nc2cc(OC(C)(C)C)cc([C@H](O)CO)c2s1.CS(=O)(=O)Cl. (2) Given the product CCOCc1nc2c(N)nc3ccccc3c2n1CCCN(Cc1cccc(CC(=O)OC)c1)C(=O)CCl, predict the reactants needed to synthesize it. The reactants are: CCOCc1nc2c(N)nc3ccccc3c2n1CCCNCc1cccc(CC(=O)OC)c1.O=C(Cl)CCl. (3) The reactants are: CN(C)C(=S)Cl.N#Cc1cc2c(cc1O)CCCC2. Given the product CN(C)C(=S)Oc1cc2c(cc1C#N)CCCC2, predict the reactants needed to synthesize it. (4) Given the product CC(=O)N(CCNc1ccc(C#N)cn1)[C@H]1C[C@@H](C(=O)N2CCSC2)N(C(=O)OC(C)(C)C)C1, predict the reactants needed to synthesize it. The reactants are: CC(=O)Cl.CC(C)(C)OC(=O)N1C[C@@H](NCCNc2ccc(C#N)cn2)C[C@H]1C(=O)N1CCSC1. (5) Given the product CC(C)(C)C[C@H]1N[C@H](C(=O)Nc2ccc(C(=O)O)cc2)[C@@H](c2cccc(Cl)c2F)[C@]1(C#N)c1ccc(Cl)cc1F, predict the reactants needed to synthesize it. The reactants are: CC(C)(C)C[C@H]1N[C@H](C(=O)Nc2ccc(C(=O)OC(C)(C)C)cc2)[C@@H](c2cccc(Cl)c2F)[C@]1(C#N)c1ccc(Cl)cc1F. (6) Given the product Cc1ccc(CCN(C)CCCC(C(N)=O)(c2ccccc2)c2ccccc2)cc1, predict the reactants needed to synthesize it. The reactants are: CNCCCC(C(N)=O)(c1ccccc1)c1ccccc1.Cc1ccc(CCBr)cc1.